This data is from NCI-60 drug combinations with 297,098 pairs across 59 cell lines. The task is: Regression. Given two drug SMILES strings and cell line genomic features, predict the synergy score measuring deviation from expected non-interaction effect. (1) Drug 1: CN(C)N=NC1=C(NC=N1)C(=O)N. Synergy scores: CSS=2.64, Synergy_ZIP=-4.01, Synergy_Bliss=-6.76, Synergy_Loewe=-10.5, Synergy_HSA=-7.97. Cell line: SK-MEL-28. Drug 2: C(CC(=O)O)C(=O)CN.Cl. (2) Drug 2: CN1C=C(C=N1)C2=C3N=C(C(=C(N3N=C2)N)Br)C4CCCNC4. Synergy scores: CSS=15.0, Synergy_ZIP=-1.20, Synergy_Bliss=1.25, Synergy_Loewe=-9.50, Synergy_HSA=2.22. Drug 1: CC1(CCCN1)C2=NC3=C(C=CC=C3N2)C(=O)N. Cell line: HCT116.